From a dataset of Acute oral toxicity (LD50) regression data from Zhu et al.. Regression/Classification. Given a drug SMILES string, predict its toxicity properties. Task type varies by dataset: regression for continuous values (e.g., LD50, hERG inhibition percentage) or binary classification for toxic/non-toxic outcomes (e.g., AMES mutagenicity, cardiotoxicity, hepatotoxicity). Dataset: ld50_zhu. (1) The compound is CCN(CC)C(O)c1c(C)[nH]n(-c2ccccc2)c1=O. The rat oral LD50 is 2.57, given as -log10 of the dose in mol/kg body weight (higher means more acutely toxic). (2) The compound is CC(C(=O)O)c1ccc2oc3ccccc3c(=O)c2c1. The rat oral LD50 is 2.57, given as -log10 of the dose in mol/kg body weight (higher means more acutely toxic). (3) The drug is CC[N+](C)(C)CCC(C(N)=O)(c1ccccc1)c1ccccc1. The rat oral LD50 is 2.36, given as -log10 of the dose in mol/kg body weight (higher means more acutely toxic). (4) The compound is CC(O)CN(CC(C)O)CC(C)O. The rat oral LD50 is 1.50, given as -log10 of the dose in mol/kg body weight (higher means more acutely toxic). (5) The drug is CCC1(NC(N)=O)CCCC1. The rat oral LD50 is 2.22, given as -log10 of the dose in mol/kg body weight (higher means more acutely toxic). (6) The molecule is CCOP(=O)(CC)Sc1ccccc1. The rat oral LD50 is 4.92, given as -log10 of the dose in mol/kg body weight (higher means more acutely toxic). (7) The molecule is CCC(CC)COCCO. The rat oral LD50 is 1.88, given as -log10 of the dose in mol/kg body weight (higher means more acutely toxic).